From a dataset of Full USPTO retrosynthesis dataset with 1.9M reactions from patents (1976-2016). Predict the reactants needed to synthesize the given product. (1) The reactants are: [N:1]1[CH:2]=[CH:3][N:4]2[C:9]=1[CH:8]=[CH:7][C:6]([C:10]1[CH:11]=[C:12]([C:16](=[O:22])[CH2:17][CH2:18][CH:19]([CH3:21])[CH3:20])[CH:13]=[CH:14][CH:15]=1)=[N:5]2.[Br:23]Br. Given the product [Br:23][C:3]1[N:4]2[N:5]=[C:6]([C:10]3[CH:11]=[C:12]([C:16](=[O:22])[CH2:17][CH2:18][CH:19]([CH3:20])[CH3:21])[CH:13]=[CH:14][CH:15]=3)[CH:7]=[CH:8][C:9]2=[N:1][CH:2]=1, predict the reactants needed to synthesize it. (2) Given the product [CH2:5]([C@@H:7]1[CH2:24][C:23]2[CH:22]=[C:21]([O:25][CH3:26])[CH:20]=[CH:19][C:18]=2[C@@H:17]2[C@@H:8]1[C:9]1[C@@:13]([CH2:15][CH2:16]2)([CH3:14])[C@@H:12]([OH:27])[CH2:11][CH:10]=1)[CH3:6], predict the reactants needed to synthesize it. The reactants are: [BH4-].[Na+].[OH-].[Na+].[CH2:5]([C@@H:7]1[CH2:24][C:23]2[CH:22]=[C:21]([O:25][CH3:26])[CH:20]=[CH:19][C:18]=2[C@@H:17]2[C@@H:8]1[C:9]1[C@@:13]([CH2:15][CH2:16]2)([CH3:14])[C:12](=[O:27])[CH2:11][CH:10]=1)[CH3:6]. (3) Given the product [C:1]1([C:7]2[CH:11]=[C:10]([CH2:12][N:14]3[CH2:19][CH2:18][CH:17]([CH2:20][C:21]([O:23][CH2:24][CH3:25])=[O:22])[CH2:16][CH2:15]3)[O:9][N:8]=2)[CH:2]=[CH:3][CH:4]=[CH:5][CH:6]=1, predict the reactants needed to synthesize it. The reactants are: [C:1]1([C:7]2[CH:11]=[C:10]([CH:12]=O)[O:9][N:8]=2)[CH:6]=[CH:5][CH:4]=[CH:3][CH:2]=1.[NH:14]1[CH2:19][CH2:18][CH:17]([CH2:20][C:21]([O:23][CH2:24][CH3:25])=[O:22])[CH2:16][CH2:15]1.C(O[BH-](OC(=O)C)OC(=O)C)(=O)C.C[N+](C)(C)C.C(=O)(O)[O-].[Na+]. (4) Given the product [Cl:14][C:11]1[CH:12]=[CH:13][C:7]2[O:6][C:5]([CH2:4][NH2:1])=[CH:9][C:8]=2[CH:10]=1, predict the reactants needed to synthesize it. The reactants are: [N:1]([CH2:4][C:5]1[O:6][C:7]2[CH:13]=[CH:12][C:11]([Cl:14])=[CH:10][C:8]=2[CH:9]=1)=[N+]=[N-].C1C=CC(P(C2C=CC=CC=2)C2C=CC=CC=2)=CC=1. (5) Given the product [NH2:19][C:18]1[C:17]([NH:2][C@@H:3]2[CH2:7][C@H:6]([CH2:8][OH:9])[C@@H:5]([OH:10])[C@H:4]2[OH:11])=[N:16][CH:15]=[N:14][C:13]=1[Cl:12], predict the reactants needed to synthesize it. The reactants are: Cl.[NH2:2][C@@H:3]1[CH2:7][C@H:6]([CH2:8][OH:9])[C@@H:5]([OH:10])[C@H:4]1[OH:11].[Cl:12][C:13]1[C:18]([NH2:19])=[C:17](Cl)[N:16]=[CH:15][N:14]=1.